Dataset: Catalyst prediction with 721,799 reactions and 888 catalyst types from USPTO. Task: Predict which catalyst facilitates the given reaction. (1) Reactant: [NH:1]1[CH:5]=[N:4][C:3]([C:6]([NH2:8])=[O:7])=[N:2]1.N1C(C)=CC=CC=1C.FC(F)(F)S(O[Si:23]([CH2:28][CH3:29])([CH2:26][CH3:27])[CH2:24][CH3:25])(=O)=O. Product: [CH2:24]([Si:23]([CH2:28][CH3:29])([CH2:26][CH3:27])[NH:8][C:6]([C:3]1[N:4]=[CH:5][NH:1][N:2]=1)=[O:7])[CH3:25]. The catalyst class is: 417. (2) Product: [Br:16][C:17]1([C:20]([NH:24][CH2:25][CH2:26][CH2:27][CH2:28][OH:29])=[O:22])[CH2:19][CH2:18]1. The catalyst class is: 2. Reactant: C1(N=C=NC2CCCCC2)CCCCC1.[Br:16][C:17]1([C:20]([OH:22])=O)[CH2:19][CH2:18]1.O[N:24]1[C:28](=[O:29])[CH2:27][CH2:26][C:25]1=O.NC(CC)CO. (3) Reactant: [CH3:1][O:2][C:3](=[O:13])[C:4]1[CH:9]=[CH:8][C:7]([NH:10][CH3:11])=[C:6]([NH2:12])[CH:5]=1.[NH2:14][C:15]1[S:16][C:17]2[CH:23]=[C:22]([F:24])[C:21]([F:25])=[CH:20][C:18]=2[N:19]=1.[C:26](N1C=CN=C1)(N1C=CN=C1)=S. Product: [CH3:1][O:2][C:3]([C:4]1[CH:9]=[CH:8][C:7]2[N:10]([CH3:26])[C:11]([NH:14][C:15]3[S:16][C:17]4[CH:23]=[C:22]([F:24])[C:21]([F:25])=[CH:20][C:18]=4[N:19]=3)=[N:12][C:6]=2[CH:5]=1)=[O:13]. The catalyst class is: 344. (4) The catalyst class is: 233. Reactant: [Cl:1][C:2]1[C:7](I)=[C:6]([CH3:9])[N:5]=[C:4]([NH2:10])[N:3]=1.[CH3:11][Si:12]([C:15]#[CH:16])([CH3:14])[CH3:13].C1(P(C2C=CC=CC=2)C2C=CC=CC=2)C=CC=CC=1.C(N(CC)CC)C. Product: [Cl:1][C:2]1[C:7]([C:16]#[C:15][Si:12]([CH3:14])([CH3:13])[CH3:11])=[C:6]([CH3:9])[N:5]=[C:4]([NH2:10])[N:3]=1. (5) Reactant: [Si:1]([O:8][CH2:9][C@H:10]1[CH2:19][C:18]2[C:13](=[CH:14][CH:15]=[CH:16][C:17]=2[CH:20]([OH:22])[CH3:21])[C@H:12]([CH3:23])[N:11]1[C:24](=[O:34])[CH2:25][C:26]1[C:31]([Cl:32])=[CH:30][CH:29]=[CH:28][C:27]=1[Cl:33])([C:4]([CH3:7])([CH3:6])[CH3:5])([CH3:3])[CH3:2].C([O-])(O)=O.[Na+].[O-]S([O-])(=S)=O.[Na+].[Na+]. Product: [C:20]([C:17]1[CH:16]=[CH:15][CH:14]=[C:13]2[C:18]=1[CH2:19][C@H:10]([CH2:9][O:8][Si:1]([C:4]([CH3:5])([CH3:7])[CH3:6])([CH3:3])[CH3:2])[N:11]([C:24](=[O:34])[CH2:25][C:26]1[C:31]([Cl:32])=[CH:30][CH:29]=[CH:28][C:27]=1[Cl:33])[C@H:12]2[CH3:23])(=[O:22])[CH3:21]. The catalyst class is: 2. (6) Reactant: [CH3:1][N:2]1[C:6]([CH2:7][S:8][C:9]2[N:14]=[C:13]([OH:15])[CH:12]=[C:11]([CH3:16])[N:10]=2)=[CH:5][N:4]=[C:3]1[CH3:17].[ClH:18].O1CCOCC1. Product: [ClH:18].[CH3:1][N:2]1[C:6]([CH2:7][S:8][C:9]2[N:14]=[C:13]([OH:15])[CH:12]=[C:11]([CH3:16])[N:10]=2)=[CH:5][N:4]=[C:3]1[CH3:17]. The catalyst class is: 5.